Dataset: Full USPTO retrosynthesis dataset with 1.9M reactions from patents (1976-2016). Task: Predict the reactants needed to synthesize the given product. (1) Given the product [Cl:10][C:11]1[CH:19]=[CH:18][CH:17]=[C:16]([Cl:20])[C:12]=1[C:13]([NH:1][C:2]1[CH:7]=[CH:6][N:5]=[CH:4][N:3]=1)=[O:14], predict the reactants needed to synthesize it. The reactants are: [NH2:1][C:2]1[CH:7]=[CH:6][N:5]=[CH:4][N:3]=1.[H-].[Na+].[Cl:10][C:11]1[CH:19]=[CH:18][CH:17]=[C:16]([Cl:20])[C:12]=1[C:13](Cl)=[O:14]. (2) Given the product [C:1]([O:5][C:6]([N:8]1[C:13]2[CH:14]=[C:15]([Cl:20])[C:16]([O:18][CH3:19])=[CH:17][C:12]=2[O:11][CH:10]([C:21]([N:63]2[CH2:64][CH2:65][C:60]([CH2:59][C:58]3[CH:57]=[CH:56][C:55]([F:54])=[CH:73][CH:72]=3)([CH2:66][N:67]3[CH:71]=[CH:70][N:69]=[CH:68]3)[CH2:61][CH2:62]2)=[O:22])[CH2:9]1)=[O:7])([CH3:4])([CH3:2])[CH3:3], predict the reactants needed to synthesize it. The reactants are: [C:1]([O:5][C:6]([N:8]1[C:13]2[CH:14]=[C:15]([Cl:20])[C:16]([O:18][CH3:19])=[CH:17][C:12]=2[O:11][CH:10]([C:21](O)=[O:22])[CH2:9]1)=[O:7])([CH3:4])([CH3:3])[CH3:2].CCN=C=NCCCN(C)C.C1C=CC2N(O)N=NC=2C=1.CCN(C(C)C)C(C)C.[F:54][C:55]1[CH:73]=[CH:72][C:58]([CH2:59][C:60]2([CH2:66][N:67]3[CH:71]=[CH:70][N:69]=[CH:68]3)[CH2:65][CH2:64][NH:63][CH2:62][CH2:61]2)=[CH:57][CH:56]=1. (3) Given the product [Cl:16][C:17]1[CH:18]=[C:19]([CH:41]=[CH:42][C:43]=1[Cl:44])[CH2:20][N:21]1[CH2:26][CH2:25][O:24][CH:23]([CH2:27][NH:28][C:29]([N:10]2[CH2:5][CH2:6][S:1][CH2:2][CH2:3]2)=[O:40])[CH2:22]1, predict the reactants needed to synthesize it. The reactants are: [S:1]1[CH2:6][CH2:5]O[CH2:3][CH2:2]1.C([N:10](CC)C(C)C)(C)C.[Cl:16][C:17]1[CH:18]=[C:19]([CH:41]=[CH:42][C:43]=1[Cl:44])[CH2:20][N:21]1[CH2:26][CH2:25][O:24][CH:23]([CH2:27][NH:28][C:29](=[O:40])OC2C=CC([N+]([O-])=O)=CC=2)[CH2:22]1. (4) Given the product [Na+:1].[CH2:2]([O:4][P:5]([C:8]([F:29])([F:28])[CH2:9][C@@H:10]([OH:27])[C@@H:11]([OH:26])[C@@H:12]([OH:25])[CH2:13][N:14]([CH:15]=[O:16])[OH:17])(=[O:6])[O-:7])[CH3:3], predict the reactants needed to synthesize it. The reactants are: [Na+:1].[CH2:2]([O:4][P:5]([C:8]([F:29])([F:28])[CH2:9][C@@H:10]([OH:27])[C@@H:11]([OH:26])[C@@H:12]([OH:25])[CH2:13][N:14]([O:17]CC1C=CC=CC=1)[CH:15]=[O:16])(=[O:7])[O-:6])[CH3:3].CC1C=C2N=C3C(=NC(NC3=O)=O)N(C[C@H](O)[C@H](O)[C@H](O)CO)C2=CC=1C. (5) Given the product [O:1]=[C:2]1[CH2:6][CH2:5][CH2:4][CH:3]1[CH2:7][CH:8]([NH:13][C:14](=[O:22])[CH2:15][C:16]1[CH:17]=[CH:18][CH:19]=[CH:20][CH:21]=1)[C:9]([OH:11])=[O:10], predict the reactants needed to synthesize it. The reactants are: [O:1]=[C:2]1[CH2:6][CH2:5][CH2:4][CH:3]1[CH2:7][CH:8]([NH:13][C:14](=[O:22])[CH2:15][C:16]1[CH:21]=[CH:20][CH:19]=[CH:18][CH:17]=1)[C:9]([O:11]C)=[O:10].[OH-].[Na+].Cl. (6) Given the product [NH2:7][CH2:8][CH2:9][C:10]([NH:11][C:12]1[CH:13]=[C:14]2[C:19](=[CH:20][CH:21]=1)[N:18]=[CH:17][N:16]=[C:15]2[NH:22][C:23]1[CH:24]=[C:25]2[C:29](=[CH:30][CH:31]=1)[NH:28][C:27]([CH3:32])=[CH:26]2)=[O:33], predict the reactants needed to synthesize it. The reactants are: C(OC(=O)[NH:7][CH2:8][CH2:9][C:10](=[O:33])[NH:11][C:12]1[CH:13]=[C:14]2[C:19](=[CH:20][CH:21]=1)[N:18]=[CH:17][N:16]=[C:15]2[NH:22][C:23]1[CH:24]=[C:25]2[C:29](=[CH:30][CH:31]=1)[NH:28][C:27]([CH3:32])=[CH:26]2)(C)(C)C.FC(F)(F)C(O)=O. (7) Given the product [Br:1][C:2]1[CH:7]=[CH:6][C:5]([O:8][CH2:10][C@@H:11]2[CH2:15][CH2:14][CH2:13][N:12]2[C:16]([O:18][C:19]([CH3:20])([CH3:22])[CH3:21])=[O:17])=[CH:4][CH:3]=1, predict the reactants needed to synthesize it. The reactants are: [Br:1][C:2]1[CH:7]=[CH:6][C:5]([OH:8])=[CH:4][CH:3]=1.O[CH2:10][C@@H:11]1[CH2:15][CH2:14][CH2:13][N:12]1[C:16]([O:18][C:19]([CH3:22])([CH3:21])[CH3:20])=[O:17].C1(P(C2C=CC=CC=2)C2C=CC=CC=2)C=CC=CC=1.N(C(OC(C)C)=O)=NC(OC(C)C)=O. (8) Given the product [CH2:1]([O:8][C:9]1[CH:10]=[C:11]([NH:12][CH2:22][C:23]([O:25][CH2:26][CH3:27])=[O:24])[CH:13]=[CH:14][CH:15]=1)[C:2]1[CH:3]=[CH:4][CH:5]=[CH:6][CH:7]=1, predict the reactants needed to synthesize it. The reactants are: [CH2:1]([O:8][C:9]1[CH:10]=[C:11]([CH:13]=[CH:14][CH:15]=1)[NH2:12])[C:2]1[CH:7]=[CH:6][CH:5]=[CH:4][CH:3]=1.C([O-])(=O)C.[Na+].Br[CH2:22][C:23]([O:25][CH2:26][CH3:27])=[O:24].O. (9) Given the product [OH:8][C:9]1[CH:14]=[CH:13][C:12]([C:15]2[CH:23]=[CH:22][CH:21]=[C:20]3[C:16]=2[CH:17]=[CH:18][NH:19]3)=[CH:11][C:10]=1[C:34]([C:36]1[CH:37]=[N:38][CH:39]=[CH:40][CH:41]=1)=[O:35], predict the reactants needed to synthesize it. The reactants are: COC1C=CC(C[O:8][C:9]2[CH:14]=[CH:13][C:12]([C:15]3[CH:23]=[CH:22][CH:21]=[C:20]4[C:16]=3[CH:17]=[CH:18][N:19]4[Si](C(C)C)(C(C)C)C(C)C)=[CH:11][C:10]=2[C:34]([C:36]2[CH:37]=[N:38][CH:39]=[CH:40][CH:41]=2)=[O:35])=CC=1.C(O)(C(F)(F)F)=O.C([O-])(O)=O.[Na+].